From a dataset of Forward reaction prediction with 1.9M reactions from USPTO patents (1976-2016). Predict the product of the given reaction. (1) Given the reactants [NH2:1][CH2:2][CH:3]([O:7][CH2:8][CH3:9])[O:4][CH2:5][CH3:6].C(O[CH:13](O)[C:14]([F:17])([F:16])[F:15])C.[OH-].[Na+].[BH4-].[Na+], predict the reaction product. The product is: [CH2:5]([O:4][CH:3]([O:7][CH2:8][CH3:9])[CH2:2][NH:1][CH2:13][C:14]([F:17])([F:16])[F:15])[CH3:6]. (2) Given the reactants [BH4-].[Na+].[O:3]=[C:4]([C:30]1[CH:35]=[CH:34][C:33]([O:36][C:37]2[CH:38]=[N:39][CH:40]=[CH:41][CH:42]=2)=[CH:32][CH:31]=1)[CH:5]([CH2:16][C:17]1[CH:22]=[CH:21][CH:20]=[C:19]([O:23][C:24]([F:29])([F:28])[CH:25]([F:27])[F:26])[CH:18]=1)[C:6]([O:8][CH2:9][C:10]1[CH:15]=[CH:14][CH:13]=[CH:12][CH:11]=1)=[O:7].Cl.C(=O)([O-])O.[Na+], predict the reaction product. The product is: [OH:3][CH:4]([C:30]1[CH:31]=[CH:32][C:33]([O:36][C:37]2[CH:38]=[N:39][CH:40]=[CH:41][CH:42]=2)=[CH:34][CH:35]=1)[CH:5]([CH2:16][C:17]1[CH:22]=[CH:21][CH:20]=[C:19]([O:23][C:24]([F:29])([F:28])[CH:25]([F:27])[F:26])[CH:18]=1)[C:6]([O:8][CH2:9][C:10]1[CH:15]=[CH:14][CH:13]=[CH:12][CH:11]=1)=[O:7].